This data is from Peptide-MHC class II binding affinity with 134,281 pairs from IEDB. The task is: Regression. Given a peptide amino acid sequence and an MHC pseudo amino acid sequence, predict their binding affinity value. This is MHC class II binding data. (1) The peptide sequence is PAGFEPEMLRKKQITVL. The MHC is DRB1_1501 with pseudo-sequence DRB1_1501. The binding affinity (normalized) is 0. (2) The peptide sequence is AAVVRFQEAANKQKQ. The MHC is DRB1_1302 with pseudo-sequence DRB1_1302. The binding affinity (normalized) is 0.341. (3) The peptide sequence is PPDAASAAPLRTITA. The MHC is DRB1_1101 with pseudo-sequence DRB1_1101. The binding affinity (normalized) is 0.274.